Dataset: Reaction yield outcomes from USPTO patents with 853,638 reactions. Task: Predict the reaction yield, written as a fraction of the theoretical maximum amount of product (1.0 means a 100% yield; for example, 0.34 means a 34% yield). (1) The reactants are [Cl:1][C:2]1[CH:35]=[CH:34][CH:33]=[CH:32][C:3]=1[O:4][C:5]1[CH2:9][N:8]([CH:10]([CH2:27][CH:28]([F:30])[F:29])[C:11]([NH:13][C:14]2[CH:18]=[CH:17][N:16]([CH2:19][C@@H:20]3[CH2:24][O:23]C(C)(C)[O:21]3)[N:15]=2)=[O:12])[C:7](=[O:31])[CH:6]=1.CO.O.C1(C)C=CC(S(O)(=O)=O)=CC=1. The catalyst is ClCCl. The product is [Cl:1][C:2]1[CH:35]=[CH:34][CH:33]=[CH:32][C:3]=1[O:4][C:5]1[CH2:9][N:8]([CH:10]([CH2:27][CH:28]([F:30])[F:29])[C:11]([NH:13][C:14]2[CH:18]=[CH:17][N:16]([CH2:19][C@@H:20]([OH:21])[CH2:24][OH:23])[N:15]=2)=[O:12])[C:7](=[O:31])[CH:6]=1. The yield is 0.660. (2) The reactants are [NH2:1][CH:2]([CH2:10][C:11]1[CH:16]=[CH:15][C:14]([C:17]([F:20])([F:19])[F:18])=[CH:13][CH:12]=1)[CH:3]([C:5]1[CH:9]=[CH:8][O:7][CH:6]=1)[OH:4].[F:21][C:22]1[C:31]2[C:26](=[CH:27][CH:28]=[CH:29][CH:30]=2)[C:25]([C:32](O)=[O:33])=[CH:24][CH:23]=1.Cl.C(N=C=NCCCN(C)C)C.ON1C2C=CC=CC=2N=N1. The catalyst is C(#N)C.O. The product is [F:21][C:22]1[C:31]2[C:26](=[CH:27][CH:28]=[CH:29][CH:30]=2)[C:25]([C:32]([NH:1][CH:2]([CH2:10][C:11]2[CH:16]=[CH:15][C:14]([C:17]([F:20])([F:18])[F:19])=[CH:13][CH:12]=2)[CH:3]([C:5]2[CH:9]=[CH:8][O:7][CH:6]=2)[OH:4])=[O:33])=[CH:24][CH:23]=1. The yield is 0.710. (3) The reactants are Br[C:2]1[C:3]([NH:9][C:10]2[CH:11]=[N:12][C:13]([O:17][CH3:18])=[C:14]([F:16])[CH:15]=2)=[N:4][CH:5]=[C:6]([Cl:8])[N:7]=1.[CH3:19][C:20]1[N:25]=[C:24]([S:26][CH3:27])[CH:23]=[C:22]([Sn](CCCC)(CCCC)CCCC)[N:21]=1.[F-].[Cs+]. The catalyst is O1CCOCC1.O.[Cu]I.C1C=CC([P]([Pd]([P](C2C=CC=CC=2)(C2C=CC=CC=2)C2C=CC=CC=2)([P](C2C=CC=CC=2)(C2C=CC=CC=2)C2C=CC=CC=2)[P](C2C=CC=CC=2)(C2C=CC=CC=2)C2C=CC=CC=2)(C2C=CC=CC=2)C2C=CC=CC=2)=CC=1. The product is [Cl:8][C:6]1[N:7]=[C:2]([C:22]2[CH:23]=[C:24]([S:26][CH3:27])[N:25]=[C:20]([CH3:19])[N:21]=2)[C:3]([NH:9][C:10]2[CH:11]=[N:12][C:13]([O:17][CH3:18])=[C:14]([F:16])[CH:15]=2)=[N:4][CH:5]=1. The yield is 0.692. (4) The reactants are [Cl:1][C:2]1[CH:7]=[CH:6][C:5]([S:8]([CH2:11][C:12]2[CH:13]=[C:14]([CH:18]=[CH:19][CH:20]=2)[C:15](O)=[O:16])(=[O:10])=[O:9])=[C:4]([NH:21][S:22]([C:25]2[CH:30]=[CH:29][C:28]([Cl:31])=[C:27]([C:32]([F:35])([F:34])[F:33])[CH:26]=2)(=[O:24])=[O:23])[CH:3]=1.[N:36]1([CH2:41][CH2:42][NH2:43])[CH2:40][CH2:39][CH2:38][CH2:37]1.C(Cl)CCl. The yield is 0.490. The product is [Cl:1][C:2]1[CH:7]=[CH:6][C:5]([S:8]([CH2:11][C:12]2[CH:13]=[C:14]([CH:18]=[CH:19][CH:20]=2)[C:15]([NH:43][CH2:42][CH2:41][N:36]2[CH2:40][CH2:39][CH2:38][CH2:37]2)=[O:16])(=[O:10])=[O:9])=[C:4]([NH:21][S:22]([C:25]2[CH:30]=[CH:29][C:28]([Cl:31])=[C:27]([C:32]([F:35])([F:33])[F:34])[CH:26]=2)(=[O:23])=[O:24])[CH:3]=1. The catalyst is CN(C1C=CN=CC=1)C.CN(C=O)C. (5) The reactants are [CH3:1][O:2][C@H:3]([C@@H:8]([CH3:27])[C@@H:9]([O:25][CH3:26])/[CH:10]=[CH:11]/[Sn:12]([CH2:21][CH2:22][CH2:23][CH3:24])([CH2:17][CH2:18][CH2:19][CH3:20])[CH2:13][CH2:14][CH2:15][CH3:16])[C@@H:4]([CH3:7])[CH2:5][OH:6].C[N+]1([O-])CCOCC1. The catalyst is ClCCl.CCC[N+](CCC)(CCC)CCC.[O-][Ru](=O)(=O)=O. The product is [CH3:1][O:2][C@H:3]([C@@H:8]([CH3:27])[C@@H:9]([O:25][CH3:26])/[CH:10]=[CH:11]/[Sn:12]([CH2:21][CH2:22][CH2:23][CH3:24])([CH2:17][CH2:18][CH2:19][CH3:20])[CH2:13][CH2:14][CH2:15][CH3:16])[C@@H:4]([CH3:7])[CH:5]=[O:6]. The yield is 1.00. (6) The catalyst is ClCCCl.CC(O)=O. The product is [Cl:15][C:16]1[N:21]=[C:20]([NH:22][CH2:32][C:31]2[CH:34]=[CH:35][C:36]([O:37][CH3:38])=[C:29]([O:28][CH:23]3[CH2:27][CH2:26][CH2:25][CH2:24]3)[CH:30]=2)[CH:19]=[N:18][CH:17]=1. The yield is 0.100. The reactants are O([BH-](OC(C)=O)OC(C)=O)C(C)=O.[Na+].[Cl:15][C:16]1[N:21]=[C:20]([NH2:22])[CH:19]=[N:18][CH:17]=1.[CH:23]1([O:28][C:29]2[CH:30]=[C:31]([CH:34]=[CH:35][C:36]=2[O:37][CH3:38])[CH:32]=O)[CH2:27][CH2:26][CH2:25][CH2:24]1. (7) The reactants are Br[C:2]1[C:3]([CH3:9])=[CH:4][C:5]([NH2:8])=[N:6][CH:7]=1.[C:10]([Cu])#[N:11].C(N)CN. The catalyst is CC(N(C)C)=O. The product is [NH2:8][C:5]1[CH:4]=[C:3]([CH3:9])[C:2]([C:10]#[N:11])=[CH:7][N:6]=1. The yield is 0.870. (8) The reactants are C([NH:8][CH2:9][C:10](=[O:22])[CH2:11][CH2:12][C:13]([O:15][CH2:16][CH2:17][CH2:18][C:19]([OH:21])=[O:20])=[O:14])(OC(C)(C)C)=O.[ClH:23]. The catalyst is C(OCC)C. The product is [ClH:23].[NH2:8][CH2:9][C:10](=[O:22])[CH2:11][CH2:12][C:13]([O:15][CH2:16][CH2:17][CH2:18][C:19]([OH:21])=[O:20])=[O:14]. The yield is 0.570. (9) The reactants are ClCCCl.[N:5]([C:8]1[C:17]([C:18]2[CH:23]=[CH:22][C:21]([N+:24]([O-:26])=[O:25])=[CH:20][CH:19]=2)=[N:16][C:15]([C:27]2[CH:32]=[CH:31][CH:30]=[C:29]([C:33]([F:36])([F:35])[F:34])[CH:28]=2)=[CH:14][C:9]=1[C:10]([O:12][CH3:13])=[O:11])=[N+]=[N-]. The catalyst is C(Cl)Cl.CCCCCCCC(O)=O.CCCCCCCC(O)=O.CCCCCCCC(O)=O.CCCCCCCC(O)=O.[Rh].[Rh]. The product is [N+:24]([C:21]1[CH:20]=[CH:19][C:18]2[C:17]3[N:16]=[C:15]([C:27]4[CH:32]=[CH:31][CH:30]=[C:29]([C:33]([F:35])([F:36])[F:34])[CH:28]=4)[CH:14]=[C:9]([C:10]([O:12][CH3:13])=[O:11])[C:8]=3[NH:5][C:23]=2[CH:22]=1)([O-:26])=[O:25]. The yield is 0.430. (10) The reactants are [CH3:1][C:2]1[CH:12]=[CH:11][C:10]([N+:13]([O-])=O)=[CH:9][C:3]=1[C:4]([O:6][CH2:7][CH3:8])=[O:5]. The catalyst is C(O)C.[Pd]. The product is [NH2:13][C:10]1[CH:11]=[CH:12][C:2]([CH3:1])=[C:3]([CH:9]=1)[C:4]([O:6][CH2:7][CH3:8])=[O:5]. The yield is 0.980.